From a dataset of Forward reaction prediction with 1.9M reactions from USPTO patents (1976-2016). Predict the product of the given reaction. (1) Given the reactants [NH2:1][C:2]1[N:13]=[CH:12][C:11](Br)=[CH:10][C:3]=1[C:4]([NH:6][CH:7]1[CH2:9][CH2:8]1)=[O:5].C1C=CC(P(C2C=CC=CC=2)C2C=CC=CC=2)=CC=1.[Cl:34][C:35]1[CH:36]=[C:37](B(O)O)[CH:38]=[CH:39][CH:40]=1.[F-].[Cs+], predict the reaction product. The product is: [NH2:1][C:2]1[N:13]=[CH:12][C:11]([C:39]2[CH:38]=[CH:37][CH:36]=[C:35]([Cl:34])[CH:40]=2)=[CH:10][C:3]=1[C:4]([NH:6][CH:7]1[CH2:9][CH2:8]1)=[O:5]. (2) The product is: [CH3:1][N:2]1[C:10]2[C:5](=[CH:6][CH:7]=[CH:8][CH:9]=2)[C:4]([C:11](=[O:15])[C:12]([NH:24][CH2:16][CH2:17][C:18]2[CH:23]=[CH:22][CH:21]=[CH:20][CH:19]=2)=[O:14])=[CH:3]1. Given the reactants [CH3:1][N:2]1[C:10]2[C:5](=[CH:6][CH:7]=[CH:8][CH:9]=2)[C:4]([C:11](=[O:15])[C:12]([OH:14])=O)=[CH:3]1.[CH2:16]([NH2:24])[CH2:17][C:18]1[CH:23]=[CH:22][CH:21]=[CH:20][CH:19]=1, predict the reaction product. (3) Given the reactants [CH2:1]([O:4][C:5]1[CH:12]=[CH:11][C:8]([CH:9]=O)=[CH:7][CH:6]=1)[CH2:2][CH3:3].[C:13]([NH:16][NH2:17])([NH2:15])=[NH:14].[ClH:18], predict the reaction product. The product is: [ClH:18].[CH2:1]([O:4][C:5]1[CH:12]=[CH:11][C:8]([CH:9]=[N:17][NH:16][C:13]([NH2:15])=[NH:14])=[CH:7][CH:6]=1)[CH2:2][CH3:3]. (4) Given the reactants [N:1]([C@@H:4]1[CH2:8][CH2:7][CH2:6][C@H:5]1[OH:9])=[N+:2]=[N-:3].N1C=CC=CC=1.[N+:16]([C:19]1[CH:24]=[CH:23][C:22]([S:25](Cl)(=[O:27])=[O:26])=[CH:21][CH:20]=1)([O-:18])=[O:17].[N+](C1C=CC(S(O)(=O)=O)=CC=1)([O-])=O, predict the reaction product. The product is: [N:1]([C@@H:4]1[CH2:8][CH2:7][CH2:6][C@H:5]1[O:9][S:25]([C:22]1[CH:21]=[CH:20][C:19]([N+:16]([O-:18])=[O:17])=[CH:24][CH:23]=1)(=[O:26])=[O:27])=[N+:2]=[N-:3]. (5) Given the reactants [N:1]([CH2:4][C@@H:5]1[C@@H:10]([OH:11])[C@H:9]([OH:12])[C@@H:8]([OH:13])[C@H:7]([C:14]2[CH:19]=[CH:18][C:17]([Cl:20])=[C:16]([CH2:21][C:22]3[CH:27]=[CH:26][C:25]([O:28][CH2:29][CH3:30])=[CH:24][CH:23]=3)[CH:15]=2)[O:6]1)=[N+:2]=[N-:3].[CH2:31]([OH:34])[C:32]#[CH:33], predict the reaction product. The product is: [Cl:20][C:17]1[CH:18]=[CH:19][C:14]([C@H:7]2[C@H:8]([OH:13])[C@@H:9]([OH:12])[C@H:10]([OH:11])[C@@H:5]([CH2:4][N:1]3[CH:33]=[C:32]([CH2:31][OH:34])[N:3]=[N:2]3)[O:6]2)=[CH:15][C:16]=1[CH2:21][C:22]1[CH:23]=[CH:24][C:25]([O:28][CH2:29][CH3:30])=[CH:26][CH:27]=1. (6) Given the reactants C[O:2][C:3](=[O:26])[C:4]1[CH:9]=[CH:8][CH:7]=[C:6]([CH2:10][S:11](=[O:25])(=[O:24])[NH:12][CH2:13][C:14]2[CH:19]=[CH:18][C:17]([O:20][CH3:21])=[CH:16][C:15]=2[O:22][CH3:23])[CH:5]=1.[OH-].[Na+], predict the reaction product. The product is: [CH3:23][O:22][C:15]1[CH:16]=[C:17]([O:20][CH3:21])[CH:18]=[CH:19][C:14]=1[CH2:13][NH:12][S:11]([CH2:10][C:6]1[CH:5]=[C:4]([CH:9]=[CH:8][CH:7]=1)[C:3]([OH:26])=[O:2])(=[O:25])=[O:24]. (7) Given the reactants N1C=CC(N)=NC1=O.[F:9][C:10]([F:21])([F:20])[C:11]1[CH:12]=[C:13](B(O)O)[CH:14]=[CH:15][CH:16]=1.NC1C=CN(C2C=CC(F)=CC=2)C(=O)N=1.[Cl:37][CH2:38][C:39]1[N:40]=[C:41]2[CH:46]=[CH:45][N:44](C3C=CC(F)=CC=3)[C:43](=[O:54])[N:42]2[CH:55]=1, predict the reaction product. The product is: [Cl:37][CH2:38][C:39]1[N:40]=[C:41]2[CH:46]=[CH:45][N:44]([C:13]3[CH:14]=[CH:15][CH:16]=[C:11]([C:10]([F:21])([F:20])[F:9])[CH:12]=3)[C:43](=[O:54])[N:42]2[CH:55]=1. (8) Given the reactants Br[CH2:2][C:3]1[CH:4]=[C:5]([CH:8]=[CH:9][CH:10]=1)[CH:6]=O.S(C1C=CC(C)=CC=1)(O)(=O)=O.[CH:22]1([O:27][C:28](=[O:35])[C@H:29]([CH2:31][CH:32]([CH3:34])[CH3:33])[NH2:30])[CH2:26][CH2:25][CH2:24][CH2:23]1.C(O[BH-](OC(=O)C)OC(=O)C)(=O)C.[Na+].Cl.[CH3:51][NH2:52].C(=O)([O-])O.[Na+], predict the reaction product. The product is: [CH3:51][NH:52][CH2:2][C:3]1[CH:4]=[C:5]([CH:8]=[CH:9][CH:10]=1)[CH2:6][NH:30][C@H:29]([C:28]([O:27][CH:22]1[CH2:23][CH2:24][CH2:25][CH2:26]1)=[O:35])[CH2:31][CH:32]([CH3:33])[CH3:34]. (9) Given the reactants C(O[C:4]([C@@H:6]1[CH2:11][CH2:10][C@@H:9]([NH:12][C:13]([O:15][CH2:16][C:17]2[CH:22]=[CH:21][CH:20]=[CH:19][CH:18]=2)=[O:14])[C@@H:8]([NH:23][C:24]([O:26][C:27]([CH3:30])([CH3:29])[CH3:28])=[O:25])[CH2:7]1)=[O:5])C.[OH-].[Li+].Cl.[CH3:34][NH:35][CH3:36].ON1C2C=CC=CC=2N=N1.Cl.CN(C)CCCN=C=NCC.C(N(CC)CC)C, predict the reaction product. The product is: [CH2:16]([O:15][C:13](=[O:14])[NH:12][C@@H:9]1[CH2:10][CH2:11][C@@H:6]([C:4]([N:35]([CH3:36])[CH3:34])=[O:5])[CH2:7][C@@H:8]1[NH:23][C:24]([O:26][C:27]([CH3:30])([CH3:29])[CH3:28])=[O:25])[C:17]1[CH:18]=[CH:19][CH:20]=[CH:21][CH:22]=1.